Dataset: NCI-60 drug combinations with 297,098 pairs across 59 cell lines. Task: Regression. Given two drug SMILES strings and cell line genomic features, predict the synergy score measuring deviation from expected non-interaction effect. (1) Drug 1: CC1=C(C(=O)C2=C(C1=O)N3CC4C(C3(C2COC(=O)N)OC)N4)N. Drug 2: COC1=C2C(=CC3=C1OC=C3)C=CC(=O)O2. Cell line: LOX IMVI. Synergy scores: CSS=36.5, Synergy_ZIP=-0.767, Synergy_Bliss=-2.91, Synergy_Loewe=-30.3, Synergy_HSA=-2.22. (2) Drug 1: C1=CC(=CC=C1CC(C(=O)O)N)N(CCCl)CCCl.Cl. Drug 2: CC12CCC3C(C1CCC2O)C(CC4=C3C=CC(=C4)O)CCCCCCCCCS(=O)CCCC(C(F)(F)F)(F)F. Cell line: MDA-MB-231. Synergy scores: CSS=20.9, Synergy_ZIP=-2.85, Synergy_Bliss=3.17, Synergy_Loewe=1.34, Synergy_HSA=2.95. (3) Drug 1: CN(C)C1=NC(=NC(=N1)N(C)C)N(C)C. Drug 2: CC(C)NC(=O)C1=CC=C(C=C1)CNNC.Cl. Cell line: MDA-MB-435. Synergy scores: CSS=-1.08, Synergy_ZIP=2.22, Synergy_Bliss=2.70, Synergy_Loewe=-4.60, Synergy_HSA=-2.73. (4) Drug 1: C1CC(C1)(C(=O)O)C(=O)O.[NH2-].[NH2-].[Pt+2]. Drug 2: COC1=NC(=NC2=C1N=CN2C3C(C(C(O3)CO)O)O)N. Cell line: HCC-2998. Synergy scores: CSS=-13.5, Synergy_ZIP=5.78, Synergy_Bliss=0.340, Synergy_Loewe=-2.77, Synergy_HSA=-8.93. (5) Drug 1: CC1=C2C(C(=O)C3(C(CC4C(C3C(C(C2(C)C)(CC1OC(=O)C(C(C5=CC=CC=C5)NC(=O)OC(C)(C)C)O)O)OC(=O)C6=CC=CC=C6)(CO4)OC(=O)C)O)C)O. Drug 2: CC1=C(N=C(N=C1N)C(CC(=O)N)NCC(C(=O)N)N)C(=O)NC(C(C2=CN=CN2)OC3C(C(C(C(O3)CO)O)O)OC4C(C(C(C(O4)CO)O)OC(=O)N)O)C(=O)NC(C)C(C(C)C(=O)NC(C(C)O)C(=O)NCCC5=NC(=CS5)C6=NC(=CS6)C(=O)NCCC[S+](C)C)O. Cell line: K-562. Synergy scores: CSS=46.8, Synergy_ZIP=-2.90, Synergy_Bliss=-8.40, Synergy_Loewe=-57.3, Synergy_HSA=-8.38. (6) Cell line: RPMI-8226. Synergy scores: CSS=37.1, Synergy_ZIP=-3.50, Synergy_Bliss=-10.2, Synergy_Loewe=-12.4, Synergy_HSA=-12.0. Drug 2: CC(C)CN1C=NC2=C1C3=CC=CC=C3N=C2N. Drug 1: C1=CC(=CC=C1CCCC(=O)O)N(CCCl)CCCl. (7) Drug 1: C1=C(C(=O)NC(=O)N1)F. Drug 2: CNC(=O)C1=NC=CC(=C1)OC2=CC=C(C=C2)NC(=O)NC3=CC(=C(C=C3)Cl)C(F)(F)F. Cell line: SR. Synergy scores: CSS=61.2, Synergy_ZIP=-5.99, Synergy_Bliss=-12.9, Synergy_Loewe=-12.4, Synergy_HSA=-10.9.